From a dataset of Full USPTO retrosynthesis dataset with 1.9M reactions from patents (1976-2016). Predict the reactants needed to synthesize the given product. (1) Given the product [OH:23][C@H:22]1[C@H:1]([O:6][CH3:5])[CH2:2][N:3]([C:7]([O:9][CH2:10][C:11]2[CH:16]=[CH:15][CH:14]=[CH:13][CH:12]=2)=[O:8])[CH2:4]1, predict the reactants needed to synthesize it. The reactants are: [CH:1]12[O:6][CH:5]1[CH2:4][N:3]([C:7]([O:9][CH2:10][C:11]1[CH:16]=[CH:15][CH:14]=[CH:13][CH:12]=1)=[O:8])[CH2:2]2.S(=O)(=O)(O)O.[CH3:22][OH:23]. (2) Given the product [CH3:1][C:2]1[N:7]=[C:6]([N:8]2[C@@H:15]3[C@@H:10]([CH2:11][CH2:12][NH:13][CH2:14]3)[CH2:9]2)[CH:5]=[CH:4][CH:3]=1, predict the reactants needed to synthesize it. The reactants are: [CH3:1][C:2]1[N:7]=[C:6]([N:8]2[C@@H:15]3[C@@H:10]([CH2:11][CH2:12][N:13](C(OC(C)(C)C)=O)[CH2:14]3)[CH2:9]2)[CH:5]=[CH:4][CH:3]=1.C(O)(C(F)(F)F)=O. (3) Given the product [NH2:7][CH2:8][C:9]1[C:10]([CH3:31])=[CH:11][C:12]([NH:16][CH3:17])=[N:13][C:14]=1[CH3:15], predict the reactants needed to synthesize it. The reactants are: [H-].[H-].[H-].[H-].[Li+].[Al+3].[NH2:7][CH2:8][C:9]1[C:10]([CH3:31])=[CH:11][C:12]([N:16](C(OC(C)(C)C)=O)[C:17](=O)OC(C)(C)C)=[N:13][C:14]=1[CH3:15]. (4) Given the product [CH2:43]([N:45]([CH2:49][CH3:50])[CH2:46][CH2:47][NH:48][C:35]([NH:20][C:19]1[CH:21]=[CH:22][C:16]([O:15][C:6]2[C:5]3[C:10](=[CH:11][C:12]([O:13][CH3:14])=[C:3]([O:2][CH3:1])[CH:4]=3)[N:9]=[CH:8][CH:7]=2)=[CH:17][C:18]=1[CH3:23])=[O:41])[CH3:44], predict the reactants needed to synthesize it. The reactants are: [CH3:1][O:2][C:3]1[CH:4]=[C:5]2[C:10](=[CH:11][C:12]=1[O:13][CH3:14])[N:9]=[CH:8][CH:7]=[C:6]2[O:15][C:16]1[CH:22]=[CH:21][C:19]([NH2:20])=[C:18]([CH3:23])[CH:17]=1.C(N(CC)CC)C.ClC(Cl)(O[C:35](=[O:41])OC(Cl)(Cl)Cl)Cl.[CH2:43]([N:45]([CH2:49][CH3:50])[CH2:46][CH2:47][NH2:48])[CH3:44]. (5) Given the product [Br:13][C:4]1[C:5]2[C:10](=[CH:9][CH:8]=[CH:7][CH:6]=2)[N:1]=[CH:2][CH:3]=1, predict the reactants needed to synthesize it. The reactants are: [N:1]1[C:10]2[C:5](=[CH:6][CH:7]=[CH:8][CH:9]=2)[C:4](O)=[CH:3][CH:2]=1.P(Br)(Br)[Br:13].